Task: Predict the reaction yield, written as a fraction of the theoretical maximum amount of product (1.0 means a 100% yield; for example, 0.34 means a 34% yield).. Dataset: Reaction yield outcomes from USPTO patents with 853,638 reactions (1) The reactants are C[Si]([N-][Si](C)(C)C)(C)C.[Li+].[C:11]1([CH:17]([CH3:21])[C:18]([OH:20])=[O:19])[CH:16]=[CH:15][CH:14]=[CH:13][CH:12]=1.Br[CH2:23][CH2:24][C:25]([CH3:28])([CH3:27])[CH3:26]. The catalyst is O1CCCC1. The product is [CH3:21][C:17]([C:11]1[CH:16]=[CH:15][CH:14]=[CH:13][CH:12]=1)([CH2:23][CH2:24][C:25]([CH3:28])([CH3:27])[CH3:26])[C:18]([OH:20])=[O:19]. The yield is 0.960. (2) The reactants are [N+:1]([C:4]1[CH:21]=[CH:20][C:7]2[N:8]=[C:9]([NH:11][C:12](=[O:19])[C:13]3[CH:18]=[CH:17][CH:16]=[N:15][CH:14]=3)[S:10][C:6]=2[CH:5]=1)([O-])=O. The catalyst is CS(C)=O.[Pd]. The product is [NH2:1][C:4]1[CH:21]=[CH:20][C:7]2[N:8]=[C:9]([NH:11][C:12](=[O:19])[C:13]3[CH:18]=[CH:17][CH:16]=[N:15][CH:14]=3)[S:10][C:6]=2[CH:5]=1. The yield is 1.00.